This data is from Forward reaction prediction with 1.9M reactions from USPTO patents (1976-2016). The task is: Predict the product of the given reaction. (1) The product is: [CH2:1]([O:3][C:4](=[O:32])[CH2:5][CH:6]1[O:10][B:9]([OH:11])[C:8]2[CH:12]=[C:13]([O:17][C:18]3[CH:23]=[CH:22][CH:21]=[C:20]([OH:24])[CH:19]=3)[CH:14]=[C:15]([CH3:16])[C:7]1=2)[CH3:2]. Given the reactants [CH2:1]([O:3][C:4](=[O:32])[CH2:5][CH:6]1[O:10][B:9]([OH:11])[C:8]2[CH:12]=[C:13]([O:17][C:18]3[CH:23]=[CH:22][CH:21]=[C:20]([O:24]CC4C=CC=CC=4)[CH:19]=3)[CH:14]=[C:15]([CH3:16])[C:7]1=2)[CH3:2], predict the reaction product. (2) Given the reactants [CH:1]1([CH2:5][O:6][C:7]2[CH:15]=[CH:14][CH:13]=[C:12]3[C:8]=2[CH:9]=[C:10]([C:16]([OH:18])=[O:17])[NH:11]3)[CH2:4][CH2:3][CH2:2]1.[CH3:19][O:20][C:21]1[N:26]=[CH:25]C(CCO)=CC=1.C(OC(C1NC2C(C=1)=C(O)C=CC=2)=O)C, predict the reaction product. The product is: [CH3:19][O:20][C:21]1[N:26]=[CH:25][C:4]([CH2:1][CH2:5][O:6][C:7]2[CH:15]=[CH:14][CH:13]=[C:12]3[C:8]=2[CH:9]=[C:10]([C:16]([OH:18])=[O:17])[NH:11]3)=[CH:3][CH:2]=1. (3) The product is: [CH3:35][N:26]([C:22]1[CH:21]=[C:20]([C:9]2[CH:10]=[CH:11][C:12]([CH2:14][CH2:15][C:16]([O:18][CH3:19])=[O:17])=[CH:13][C:8]=2[O:7][CH2:2][CH2:3][CH2:4][CH2:5][CH3:6])[CH:25]=[CH:24][CH:23]=1)[C:27]([NH:29][CH2:30][CH2:31][CH2:32][CH2:33][CH3:34])=[O:28]. Given the reactants I[CH2:2][CH2:3][CH2:4][CH2:5][CH3:6].[OH:7][C:8]1[CH:13]=[C:12]([CH2:14][CH2:15][C:16]([O:18][CH3:19])=[O:17])[CH:11]=[CH:10][C:9]=1[C:20]1[CH:25]=[CH:24][CH:23]=[C:22]([N:26]([CH3:35])[C:27]([NH:29][CH2:30][CH2:31][CH2:32][CH2:33][CH3:34])=[O:28])[CH:21]=1.C(=O)([O-])[O-].[K+].[K+], predict the reaction product. (4) Given the reactants Cl.[NH2:2][OH:3].C([O-])(O)=O.[Na+].[CH3:9][O:10][C:11]1[CH:16]=[CH:15][CH:14]=[CH:13][C:12]=1[NH:17][S:18]([C:21]1[CH:22]=[C:23]([CH:27]=[CH:28][C:29](Cl)=[O:30])[CH:24]=[CH:25][CH:26]=1)(=[O:20])=[O:19].Cl, predict the reaction product. The product is: [OH:3][NH:2][C:29](=[O:30])[CH:28]=[CH:27][C:23]1[CH:24]=[CH:25][CH:26]=[C:21]([S:18](=[O:20])(=[O:19])[NH:17][C:12]2[CH:13]=[CH:14][CH:15]=[CH:16][C:11]=2[O:10][CH3:9])[CH:22]=1. (5) Given the reactants [NH2:1][C:2]1[CH:23]=[CH:22][C:5]([O:6][CH2:7][CH2:8][C:9]2[N:10]=[C:11]([NH:14][C:15](=[O:21])[O:16][C:17]([CH3:20])([CH3:19])[CH3:18])[S:12][CH:13]=2)=[CH:4][CH:3]=1.[F:24][C:25]([F:42])([F:41])[C:26]1[CH:31]=[CH:30][C:29]([C:32]2[CH2:37][CH2:36][CH2:35][CH2:34][C:33]=2[C:38](O)=[O:39])=[CH:28][CH:27]=1.O.ON1C2C=CC=CC=2N=N1.Cl.CN(C)CCCN=C=NCC, predict the reaction product. The product is: [F:24][C:25]([F:41])([F:42])[C:26]1[CH:27]=[CH:28][C:29]([C:32]2[CH2:37][CH2:36][CH2:35][CH2:34][C:33]=2[C:38]([NH:1][C:2]2[CH:23]=[CH:22][C:5]([O:6][CH2:7][CH2:8][C:9]3[N:10]=[C:11]([NH:14][C:15](=[O:21])[O:16][C:17]([CH3:20])([CH3:18])[CH3:19])[S:12][CH:13]=3)=[CH:4][CH:3]=2)=[O:39])=[CH:30][CH:31]=1. (6) Given the reactants Cl[C:2]1[CH:7]=[CH:6][C:5]([N+:8]([O-:10])=[O:9])=[CH:4][C:3]=1[S:11]([NH2:14])(=[O:13])=[O:12].[CH2:15]([NH2:22])[C:16]1[CH:21]=[CH:20][CH:19]=[CH:18][CH:17]=1.C(N(CC)CC)C, predict the reaction product. The product is: [CH2:15]([NH:22][C:2]1[CH:7]=[CH:6][C:5]([N+:8]([O-:10])=[O:9])=[CH:4][C:3]=1[S:11]([NH2:14])(=[O:13])=[O:12])[C:16]1[CH:21]=[CH:20][CH:19]=[CH:18][CH:17]=1. (7) Given the reactants [BH4-].[Na+].[OH:3][C:4]1[C:9]2[CH:10]=[CH:11][CH:12]=[CH:13][C:8]=2[S:7](=[O:15])(=[O:14])[N:6]([CH3:16])[C:5]=1[C:17]([O:19][CH3:20])=[O:18], predict the reaction product. The product is: [OH:3][CH:4]1[C:9]2[CH:10]=[CH:11][CH:12]=[CH:13][C:8]=2[S:7](=[O:14])(=[O:15])[N:6]([CH3:16])[CH:5]1[C:17]([O:19][CH3:20])=[O:18]. (8) Given the reactants [C:1]([O:7][CH2:8][C@H:9]1[CH2:14][C@@H:13]([O:15][Si:16]([C:29]([CH3:32])([CH3:31])[CH3:30])([C:23]2[CH:28]=[CH:27][CH:26]=[CH:25][CH:24]=2)[C:17]2[CH:22]=[CH:21][CH:20]=[CH:19][CH:18]=2)[CH2:12][CH2:11][C@@:10]1([C@H:34]1[CH2:42][CH2:41][C@@:40]2([CH3:43])[C@@H:36]([CH2:37][CH2:38][C@@:39]2([OH:50])[C:44]2[CH:49]=[CH:48][CH:47]=[CH:46][CH:45]=2)[C@@H:35]1[CH2:51][OH:52])[CH3:33])(=[O:6])[C:2]([CH3:5])([CH3:4])[CH3:3].[CH3:53][S:54](Cl)(=[O:56])=[O:55], predict the reaction product. The product is: [C:1]([O:7][CH2:8][C@H:9]1[CH2:14][C@@H:13]([O:15][Si:16]([C:29]([CH3:32])([CH3:31])[CH3:30])([C:23]2[CH:28]=[CH:27][CH:26]=[CH:25][CH:24]=2)[C:17]2[CH:22]=[CH:21][CH:20]=[CH:19][CH:18]=2)[CH2:12][CH2:11][C@@:10]1([C@H:34]1[CH2:42][CH2:41][C@@:40]2([CH3:43])[C@@H:36]([CH2:37][CH2:38][C@@:39]2([OH:50])[C:44]2[CH:49]=[CH:48][CH:47]=[CH:46][CH:45]=2)[C@@H:35]1[CH2:51][O:52][S:54]([CH3:53])(=[O:56])=[O:55])[CH3:33])(=[O:6])[C:2]([CH3:3])([CH3:4])[CH3:5]. (9) Given the reactants [NH2:1][C:2]1[N:7]=[CH:6][C:5]([C:8]2[C:9]3[CH:31]=[C:30]([Cl:32])[CH:29]=[CH:28][C:10]=3[N:11]([CH3:27])[C:12](=[O:26])[CH:13]([CH2:15][C:16]3[CH:25]=[CH:24][C:23]4[C:18](=[CH:19][CH:20]=[CH:21][CH:22]=4)[CH:17]=3)[N:14]=2)=[CH:4][CH:3]=1.C(N(CC)CC)C.[C:40]([O:43][CH2:44][C:45](Cl)=[O:46])(=[O:42])[CH3:41], predict the reaction product. The product is: [C:40]([O:43][CH2:44][C:45]([NH:1][C:2]1[CH:3]=[CH:4][C:5]([C:8]2[C:9]3[CH:31]=[C:30]([Cl:32])[CH:29]=[CH:28][C:10]=3[N:11]([CH3:27])[C:12](=[O:26])[CH:13]([CH2:15][C:16]3[CH:25]=[CH:24][C:23]4[C:18](=[CH:19][CH:20]=[CH:21][CH:22]=4)[CH:17]=3)[N:14]=2)=[CH:6][N:7]=1)=[O:46])(=[O:42])[CH3:41]. (10) Given the reactants [N+:1]([C:4]1[CH:12]=[CH:11][C:7]([C:8]([NH2:10])=[O:9])=[CH:6][CH:5]=1)([O-:3])=[O:2].[Cl:13][C:14]1[CH:15]=[C:16]([CH:21]=[CH:22][CH:23]=1)[C:17](=O)[CH2:18]Br, predict the reaction product. The product is: [Cl:13][C:14]1[CH:15]=[C:16]([C:17]2[N:10]=[C:8]([C:7]3[CH:6]=[CH:5][C:4]([N+:1]([O-:3])=[O:2])=[CH:12][CH:11]=3)[O:9][CH:18]=2)[CH:21]=[CH:22][CH:23]=1.